Dataset: NCI-60 drug combinations with 297,098 pairs across 59 cell lines. Task: Regression. Given two drug SMILES strings and cell line genomic features, predict the synergy score measuring deviation from expected non-interaction effect. (1) Cell line: UACC62. Drug 2: C1C(C(OC1N2C=NC(=NC2=O)N)CO)O. Synergy scores: CSS=2.43, Synergy_ZIP=0.177, Synergy_Bliss=1.32, Synergy_Loewe=-2.48, Synergy_HSA=-0.0690. Drug 1: C1=CC=C(C(=C1)C(C2=CC=C(C=C2)Cl)C(Cl)Cl)Cl. (2) Drug 1: C1=NC2=C(N=C(N=C2N1C3C(C(C(O3)CO)O)F)Cl)N. Drug 2: C1CN(CCN1C(=O)CCBr)C(=O)CCBr. Cell line: K-562. Synergy scores: CSS=40.4, Synergy_ZIP=-6.58, Synergy_Bliss=-1.58, Synergy_Loewe=1.65, Synergy_HSA=2.67. (3) Drug 1: CC=C1C(=O)NC(C(=O)OC2CC(=O)NC(C(=O)NC(CSSCCC=C2)C(=O)N1)C(C)C)C(C)C. Drug 2: CC12CCC3C(C1CCC2OP(=O)(O)O)CCC4=C3C=CC(=C4)OC(=O)N(CCCl)CCCl.[Na+]. Cell line: MDA-MB-231. Synergy scores: CSS=17.2, Synergy_ZIP=0.126, Synergy_Bliss=1.22, Synergy_Loewe=-46.3, Synergy_HSA=0.880. (4) Drug 1: C1CN1C2=NC(=NC(=N2)N3CC3)N4CC4. Drug 2: CC(CN1CC(=O)NC(=O)C1)N2CC(=O)NC(=O)C2. Cell line: OVCAR3. Synergy scores: CSS=20.2, Synergy_ZIP=-8.23, Synergy_Bliss=-5.06, Synergy_Loewe=-5.97, Synergy_HSA=-1.64. (5) Drug 1: CC1=C(C(CCC1)(C)C)C=CC(=CC=CC(=CC(=O)O)C)C. Drug 2: C(CC(=O)O)C(=O)CN.Cl. Cell line: NCI/ADR-RES. Synergy scores: CSS=-3.13, Synergy_ZIP=2.46, Synergy_Bliss=0.712, Synergy_Loewe=-3.25, Synergy_HSA=-4.28. (6) Drug 1: C1CCC(C1)C(CC#N)N2C=C(C=N2)C3=C4C=CNC4=NC=N3. Drug 2: CC(CN1CC(=O)NC(=O)C1)N2CC(=O)NC(=O)C2. Cell line: PC-3. Synergy scores: CSS=13.4, Synergy_ZIP=-4.49, Synergy_Bliss=-2.03, Synergy_Loewe=-4.73, Synergy_HSA=-3.52. (7) Drug 1: CS(=O)(=O)OCCCCOS(=O)(=O)C. Drug 2: CN(C(=O)NC(C=O)C(C(C(CO)O)O)O)N=O. Cell line: NCIH23. Synergy scores: CSS=14.7, Synergy_ZIP=-3.87, Synergy_Bliss=-3.48, Synergy_Loewe=-0.122, Synergy_HSA=-3.97. (8) Drug 1: CC1=CC2C(CCC3(C2CCC3(C(=O)C)OC(=O)C)C)C4(C1=CC(=O)CC4)C. Drug 2: COC1=NC(=NC2=C1N=CN2C3C(C(C(O3)CO)O)O)N. Cell line: T-47D. Synergy scores: CSS=16.9, Synergy_ZIP=2.42, Synergy_Bliss=6.05, Synergy_Loewe=1.98, Synergy_HSA=4.03.